Task: Predict the reaction yield, written as a fraction of the theoretical maximum amount of product (1.0 means a 100% yield; for example, 0.34 means a 34% yield).. Dataset: Reaction yield outcomes from USPTO patents with 853,638 reactions (1) The reactants are Br[C:2]1[N:3]=[C:4]2[C:10]([C:11]([NH:13][C:14]([CH3:18])([CH3:17])[CH2:15][OH:16])=[O:12])=[CH:9][N:8]([CH2:19][O:20][CH2:21][CH2:22][Si:23]([CH3:26])([CH3:25])[CH3:24])[C:5]2=[N:6][CH:7]=1.[NH:27]1[C:35]2[C:30](=[CH:31][CH:32]=[CH:33][CH:34]=2)[C:29]([CH:36]2[CH2:41][CH2:40][N:39]([C:42]([O:44][C:45]([CH3:48])([CH3:47])[CH3:46])=[O:43])[CH2:38][CH2:37]2)=[N:28]1.CC(C)([O-])C.[Na+]. The catalyst is O1CCOCC1. The product is [OH:16][CH2:15][C:14]([NH:13][C:11]([C:10]1[C:4]2[C:5](=[N:6][CH:7]=[C:2]([N:27]3[C:35]4[C:30](=[CH:31][CH:32]=[CH:33][CH:34]=4)[C:29]([CH:36]4[CH2:41][CH2:40][N:39]([C:42]([O:44][C:45]([CH3:48])([CH3:47])[CH3:46])=[O:43])[CH2:38][CH2:37]4)=[N:28]3)[N:3]=2)[N:8]([CH2:19][O:20][CH2:21][CH2:22][Si:23]([CH3:26])([CH3:25])[CH3:24])[CH:9]=1)=[O:12])([CH3:18])[CH3:17]. The yield is 0.880. (2) The reactants are Cl.[CH:2]1([NH:7][C:8]([NH2:10])=[NH:9])[CH2:6][CH2:5][CH2:4][CH2:3]1.[O-]CC.[Na+].[Cl:15][C:16]1[N:21]2[N:22]=[C:23]([C:31]3[CH:36]=[CH:35][CH:34]=[C:33]([CH3:37])[CH:32]=3)[C:24]([C:25](=O)/[C:26](/[CH3:29])=[CH:27]/[CH3:28])=[C:20]2[CH:19]=[CH:18][CH:17]=1. The catalyst is C(O)C.[Pd]. The product is [Cl:15][C:16]1[N:21]2[N:22]=[C:23]([C:31]3[CH:36]=[CH:35][CH:34]=[C:33]([CH3:37])[CH:32]=3)[C:24]([C:25]3[C:26]([CH3:29])=[C:27]([CH3:28])[N:10]=[C:8]([NH:7][CH:2]4[CH2:6][CH2:5][CH2:4][CH2:3]4)[N:9]=3)=[C:20]2[CH:19]=[CH:18][CH:17]=1. The yield is 0.300. (3) The reactants are Cl[C:2]1[N:3]([CH2:10][C@:11]2([CH3:14])[CH2:13][O:12]2)[CH:4]=[C:5]([N+:7]([O-:9])=[O:8])[N:6]=1.[N:15]1([CH:21]2[CH2:26][CH2:25][N:24]([C:27]([O:29][C:30]([CH3:33])([CH3:32])[CH3:31])=[O:28])[CH2:23][CH2:22]2)[CH2:20][CH2:19][NH:18][CH2:17][CH2:16]1.C(O)C.[H-].[Na+]. The catalyst is CN(C)C=O.O.C(OCC)(=O)C. The product is [CH3:14][C@@:11]1([CH2:13][N:18]2[CH2:19][CH2:20][N:15]([CH:21]3[CH2:22][CH2:23][N:24]([C:27]([O:29][C:30]([CH3:33])([CH3:32])[CH3:31])=[O:28])[CH2:25][CH2:26]3)[CH2:16][CH2:17]2)[O:12][C:2]2=[N:6][C:5]([N+:7]([O-:9])=[O:8])=[CH:4][N:3]2[CH2:10]1. The yield is 0.660. (4) The reactants are [Cl:1][C:2]1[CH:7]=[CH:6][C:5]([C:8]2([CH2:15][C:16]#[N:17])[CH2:13][CH2:12][CH2:11][CH2:10][C:9]2=[O:14])=[CH:4][CH:3]=1.[Br:18]Br. The catalyst is C(Cl)(Cl)Cl. The product is [Br:18][CH:10]1[CH2:11][CH2:12][CH2:13][C:8]([CH2:15][C:16]#[N:17])([C:5]2[CH:4]=[CH:3][C:2]([Cl:1])=[CH:7][CH:6]=2)[C:9]1=[O:14]. The yield is 0.790. (5) The reactants are [Cl:1][C:2]1[C:7]([C:8]2[C:19](=[O:20])[N:18]([CH3:21])[C:11]3[N:12]=[C:13](SC)[N:14]=[CH:15][C:10]=3[CH:9]=2)=[CH:6][C:5]([NH:22][C:23]([NH:25][C:26]2[CH:30]=[C:29]([CH:31]([CH3:33])[CH3:32])[O:28][N:27]=2)=[O:24])=[C:4]([F:34])[CH:3]=1.[CH3:35][NH2:36].C1COCC1. No catalyst specified. The product is [Cl:1][C:2]1[C:7]([C:8]2[C:19](=[O:20])[N:18]([CH3:21])[C:11]3[N:12]=[C:13]([NH:36][CH3:35])[N:14]=[CH:15][C:10]=3[CH:9]=2)=[CH:6][C:5]([NH:22][C:23]([NH:25][C:26]2[CH:30]=[C:29]([CH:31]([CH3:33])[CH3:32])[O:28][N:27]=2)=[O:24])=[C:4]([F:34])[CH:3]=1. The yield is 0.480.